This data is from Forward reaction prediction with 1.9M reactions from USPTO patents (1976-2016). The task is: Predict the product of the given reaction. (1) Given the reactants [CH3:1][CH:2]1[CH2:11][CH2:10][C:9]2[N:8]=[C:7]([N:12]3[CH2:17][CH2:16][CH2:15][CH2:14][CH2:13]3)[C:6]([C:18]([NH:20][NH2:21])=[O:19])=[C:5]([C:22]3[CH:27]=[CH:26][CH:25]=[CH:24][CH:23]=3)[C:4]=2[CH2:3]1.[C:28](N1C=CN=C1)(N1C=CN=C1)=[S:29].C(N(CC)CC)C.O, predict the reaction product. The product is: [CH3:1][CH:2]1[CH2:11][CH2:10][C:9]2[N:8]=[C:7]([N:12]3[CH2:13][CH2:14][CH2:15][CH2:16][CH2:17]3)[C:6]([C:18]3[O:19][C:28](=[S:29])[NH:21][N:20]=3)=[C:5]([C:22]3[CH:23]=[CH:24][CH:25]=[CH:26][CH:27]=3)[C:4]=2[CH2:3]1. (2) Given the reactants N#N.[CH3:3][C:4](=[CH2:15])[CH2:5][CH2:6][O:7][C:8]1[CH:13]=[CH:12][C:11](Br)=[CH:10][CH:9]=1.[Li]CCCC.CN([CH:24]=[O:25])C, predict the reaction product. The product is: [CH3:3][C:4]1([CH3:15])[C:13]2[C:8](=[CH:9][CH:10]=[C:11]([CH:24]=[O:25])[CH:12]=2)[O:7][CH2:6][CH2:5]1. (3) Given the reactants C(N(CC)CC)C.[C:8](Cl)(=[O:18])[C:9]1[CH:17]=[CH:16][C:15]2[O:14][CH2:13][O:12][C:11]=2[CH:10]=1.[CH2:20]([O:27][C:28]1[C:29]([CH3:37])=[C:30]([CH3:36])[C:31]([NH2:35])=[N:32][C:33]=1[CH3:34])[C:21]1[CH:26]=[CH:25][CH:24]=[CH:23][CH:22]=1, predict the reaction product. The product is: [CH2:20]([O:27][C:28]1[C:29]([CH3:37])=[C:30]([CH3:36])[C:31]([NH:35][C:8]([C:9]2[CH:17]=[CH:16][C:15]3[O:14][CH2:13][O:12][C:11]=3[CH:10]=2)=[O:18])=[N:32][C:33]=1[CH3:34])[C:21]1[CH:22]=[CH:23][CH:24]=[CH:25][CH:26]=1. (4) Given the reactants [N:1]([CH2:4][C@H:5]1[CH2:14][CH2:13][C:12]2[C:7](=[C:8]([C:16]3[CH:21]=[CH:20][CH:19]=[CH:18][C:17]=3[Cl:22])[CH:9]=[C:10]([F:15])[CH:11]=2)[O:6]1)=[N+]=[N-].C1(P(C2C=CC=CC=2)C2C=CC=CC=2)C=CC=CC=1.CO, predict the reaction product. The product is: [Cl:22][C:17]1[CH:18]=[CH:19][CH:20]=[CH:21][C:16]=1[C:8]1[CH:9]=[C:10]([F:15])[CH:11]=[C:12]2[C:7]=1[O:6][C@@H:5]([CH2:4][NH2:1])[CH:14]=[CH:13]2. (5) Given the reactants Br[CH:2]1[C:7](=O)[CH2:6][CH2:5][N:4]([C:9]([O:11][C:12]([CH3:15])([CH3:14])[CH3:13])=[O:10])[C:3]1=[O:16].[NH2:17][C:18]([NH2:20])=[S:19].C([O-])(O)=O.[Na+], predict the reaction product. The product is: [NH2:20][C:18]1[S:19][C:2]2[C:3](=[O:16])[N:4]([C:9]([O:11][C:12]([CH3:15])([CH3:14])[CH3:13])=[O:10])[CH2:5][CH2:6][C:7]=2[N:17]=1. (6) Given the reactants [Cl:1][C:2]1[CH:7]=[CH:6][CH:5]=[CH:4][C:3]=1[CH:8]([O:10][C:11](=[O:34])[NH:12][C:13]1[C:14]([CH3:33])=[N:15][O:16][C:17]=1[C:18]1[CH:23]=[CH:22][CH:21]=[C:20](B2OC(C)(C)C(C)(C)O2)[CH:19]=1)[CH3:9].Br[C:36]1[CH:37]=[C:38]([CH:43]=[CH:44][CH:45]=1)[C:39]([O:41][CH3:42])=[O:40], predict the reaction product. The product is: [CH3:42][O:41][C:39]([C:38]1[CH:37]=[C:36]([C:20]2[CH:21]=[CH:22][CH:23]=[C:18]([C:17]3[O:16][N:15]=[C:14]([CH3:33])[C:13]=3[NH:12][C:11]([O:10][CH:8]([C:3]3[CH:4]=[CH:5][CH:6]=[CH:7][C:2]=3[Cl:1])[CH3:9])=[O:34])[CH:19]=2)[CH:45]=[CH:44][CH:43]=1)=[O:40]. (7) Given the reactants [CH3:1][O:2][CH2:3]Cl.[CH3:5][C:6]([C:8]1[CH:9]=[CH:10][C:11]([OH:14])=[CH:12][CH:13]=1)=[O:7].C(N(CC)CC)C, predict the reaction product. The product is: [CH3:1][O:2][CH2:3][O:14][C:11]1[CH:12]=[CH:13][C:8]([C:6](=[O:7])[CH3:5])=[CH:9][CH:10]=1.